Dataset: Catalyst prediction with 721,799 reactions and 888 catalyst types from USPTO. Task: Predict which catalyst facilitates the given reaction. Reactant: Cl[C:2]1[N:7]=[C:6]([NH:8][C:9]2[CH:13]=[C:12]([CH3:14])[N:11](C(OC(C)(C)C)=O)[N:10]=2)[CH:5]=[N:4][CH:3]=1.ClC1C=N[CH:26]=[C:25]([Cl:29])N=1.N[C:31]1[CH:35]=[C:34]([CH3:36])N(C(OC(C)(C)C)=O)N=1.C1(P(C2C=CC=CC=2)C2C3OC4C(=CC=CC=4P(C4C=CC=CC=4)C4C=CC=CC=4)C(C)(C)C=3C=CC=2)C=CC=CC=1.C(=O)([O-])[O-].[K+].[K+]. Product: [Cl:29][C:25]1[CH:26]=[CH:31][C:35]([C:2]2[N:7]=[C:6]([NH:8][C:9]3[CH:13]=[C:12]([CH3:14])[NH:11][N:10]=3)[CH:5]=[N:4][CH:3]=2)=[CH:34][CH:36]=1. The catalyst class is: 584.